Dataset: NCI-60 drug combinations with 297,098 pairs across 59 cell lines. Task: Regression. Given two drug SMILES strings and cell line genomic features, predict the synergy score measuring deviation from expected non-interaction effect. (1) Drug 1: CC1C(C(CC(O1)OC2CC(CC3=C2C(=C4C(=C3O)C(=O)C5=C(C4=O)C(=CC=C5)OC)O)(C(=O)CO)O)N)O.Cl. Drug 2: CC(C)(C#N)C1=CC(=CC(=C1)CN2C=NC=N2)C(C)(C)C#N. Cell line: HT29. Synergy scores: CSS=24.6, Synergy_ZIP=-7.13, Synergy_Bliss=-4.43, Synergy_Loewe=-5.01, Synergy_HSA=-4.91. (2) Drug 1: CNC(=O)C1=CC=CC=C1SC2=CC3=C(C=C2)C(=NN3)C=CC4=CC=CC=N4. Drug 2: C1=C(C(=O)NC(=O)N1)F. Cell line: NCI-H522. Synergy scores: CSS=8.88, Synergy_ZIP=-9.53, Synergy_Bliss=-9.86, Synergy_Loewe=-13.5, Synergy_HSA=-9.44. (3) Drug 1: CS(=O)(=O)C1=CC(=C(C=C1)C(=O)NC2=CC(=C(C=C2)Cl)C3=CC=CC=N3)Cl. Drug 2: CCC1=CC2CC(C3=C(CN(C2)C1)C4=CC=CC=C4N3)(C5=C(C=C6C(=C5)C78CCN9C7C(C=CC9)(C(C(C8N6C)(C(=O)OC)O)OC(=O)C)CC)OC)C(=O)OC.C(C(C(=O)O)O)(C(=O)O)O. Cell line: RPMI-8226. Synergy scores: CSS=75.9, Synergy_ZIP=22.9, Synergy_Bliss=25.3, Synergy_Loewe=-12.8, Synergy_HSA=21.0. (4) Cell line: NCI-H460. Drug 1: C1CCN(CC1)CCOC2=CC=C(C=C2)C(=O)C3=C(SC4=C3C=CC(=C4)O)C5=CC=C(C=C5)O. Synergy scores: CSS=7.20, Synergy_ZIP=5.32, Synergy_Bliss=7.28, Synergy_Loewe=4.77, Synergy_HSA=2.39. Drug 2: C1CNP(=O)(OC1)N(CCCl)CCCl. (5) Drug 1: COC1=C(C=C2C(=C1)N=CN=C2NC3=CC(=C(C=C3)F)Cl)OCCCN4CCOCC4. Drug 2: C1CCC(C(C1)N)N.C(=O)(C(=O)[O-])[O-].[Pt+4]. Cell line: A549. Synergy scores: CSS=33.5, Synergy_ZIP=-1.68, Synergy_Bliss=-0.744, Synergy_Loewe=3.52, Synergy_HSA=4.44. (6) Drug 1: C1C(C(OC1N2C=NC3=C2NC=NCC3O)CO)O. Drug 2: CC1C(C(CC(O1)OC2CC(CC3=C2C(=C4C(=C3O)C(=O)C5=C(C4=O)C(=CC=C5)OC)O)(C(=O)CO)O)N)O.Cl. Cell line: NCI-H460. Synergy scores: CSS=42.7, Synergy_ZIP=-2.53, Synergy_Bliss=-7.59, Synergy_Loewe=-29.4, Synergy_HSA=-7.56.